Dataset: Reaction yield outcomes from USPTO patents with 853,638 reactions. Task: Predict the reaction yield, written as a fraction of the theoretical maximum amount of product (1.0 means a 100% yield; for example, 0.34 means a 34% yield). (1) The reactants are [NH2:1][C:2]1[C:3]([C:13]([O:15]C)=[O:14])=[N:4][C:5]([C:8]2[S:9][CH:10]=[CH:11][N:12]=2)=[CH:6][CH:7]=1.[Li+].[OH-].Cl. The catalyst is C1COCC1. The product is [NH2:1][C:2]1[C:3]([C:13]([OH:15])=[O:14])=[N:4][C:5]([C:8]2[S:9][CH:10]=[CH:11][N:12]=2)=[CH:6][CH:7]=1. The yield is 0.610. (2) The reactants are [F:1][C:2]([F:23])([F:22])[C:3]1[CH:8]=[CH:7][C:6]([S:9]([NH:12][C@H:13]([C:16]2[CH:21]=[CH:20][CH:19]=[CH:18][CH:17]=2)[CH2:14][CH3:15])(=[O:11])=[O:10])=[CH:5][CH:4]=1.[CH3:24][O:25][C:26]([C:28]1[CH:33]=[CH:32][C:31]([CH2:34]Br)=[CH:30][CH:29]=1)=[O:27]. No catalyst specified. The product is [C:16]1([C@@H:13]([N:12]([CH2:34][C:31]2[CH:32]=[CH:33][C:28]([C:26]([O:25][CH3:24])=[O:27])=[CH:29][CH:30]=2)[S:9]([C:6]2[CH:7]=[CH:8][C:3]([C:2]([F:1])([F:22])[F:23])=[CH:4][CH:5]=2)(=[O:10])=[O:11])[CH2:14][CH3:15])[CH:17]=[CH:18][CH:19]=[CH:20][CH:21]=1. The yield is 0.610. (3) The reactants are [I:1][C:2]1[CH:7]=[CH:6][C:5]([CH2:8][C:9]#[N:10])=[CH:4][CH:3]=1.[C:11]([O:15][C:16](=[O:24])[N:17]([CH2:21][CH2:22]Cl)[CH2:18][CH2:19]Cl)([CH3:14])([CH3:13])[CH3:12]. The catalyst is CS(C)=O.CCOC(C)=O. The product is [C:11]([O:15][C:16]([N:17]1[CH2:21][CH2:22][C:8]([C:9]#[N:10])([C:5]2[CH:6]=[CH:7][C:2]([I:1])=[CH:3][CH:4]=2)[CH2:19][CH2:18]1)=[O:24])([CH3:14])([CH3:13])[CH3:12]. The yield is 0.670. (4) The reactants are C([O:3][C:4]([C:6]1[N:7]=[N:8][N:9]([CH2:11][C:12]2[CH:17]=[CH:16][C:15]([CH2:18][N:19]3[CH:24]=[CH:23][CH:22]=[CH:21][C:20]3=[O:25])=[CH:14][CH:13]=2)[CH:10]=1)=[O:5])C.[OH-].[Li+]. The catalyst is C1COCC1.O. The product is [O:25]=[C:20]1[CH:21]=[CH:22][CH:23]=[CH:24][N:19]1[CH2:18][C:15]1[CH:16]=[CH:17][C:12]([CH2:11][N:9]2[CH:10]=[C:6]([C:4]([OH:5])=[O:3])[N:7]=[N:8]2)=[CH:13][CH:14]=1. The yield is 0.490. (5) The reactants are [S-2].[Na+].[Na+].[Se].[CH3:5][N:6]([CH2:8][CH:9]([C:18]1([OH:24])[CH2:23][CH2:22][CH2:21][CH2:20][CH2:19]1)[C:10]1[CH:11]=[CH:12][C:13]([O:16]C)=[CH:14][CH:15]=1)[CH3:7].C(OC(=O)C)C. The catalyst is CN1CCCC1=O.O. The product is [CH3:5][N:6]([CH2:8][CH:9]([C:18]1([OH:24])[CH2:23][CH2:22][CH2:21][CH2:20][CH2:19]1)[C:10]1[CH:11]=[CH:12][C:13]([OH:16])=[CH:14][CH:15]=1)[CH3:7]. The yield is 0.600. (6) The reactants are [CH3:1][N:2]1[C:6]([N:7]2[CH2:13][CH2:12]C[CH2:10][CH2:9][C:8]2=[O:14])=[C:5]([N+:15]([O-:17])=[O:16])[CH:4]=[N:3]1.BrC1N(C)N=CC=1[N+]([O-])=O.O=C1CC[N:33]([C:36]([O:38][C:39]([CH3:42])([CH3:41])[CH3:40])=[O:37])CCN1. No catalyst specified. The product is [CH3:1][N:2]1[C:6]([N:7]2[C:8](=[O:14])[CH2:9][CH2:10][N:33]([C:36]([O:38][C:39]([CH3:42])([CH3:41])[CH3:40])=[O:37])[CH2:12][CH2:13]2)=[C:5]([N+:15]([O-:17])=[O:16])[CH:4]=[N:3]1. The yield is 0.330. (7) The reactants are [N:1]1[N:5]2[C:6]([C:10]#[N:11])=[CH:7][CH:8]=[CH:9][C:4]2=[CH:3][CH:2]=1. The catalyst is CO.N.[Ni]. The product is [N:1]1[N:5]2[C:6]([CH2:10][NH2:11])=[CH:7][CH:8]=[CH:9][C:4]2=[CH:3][CH:2]=1. The yield is 1.00.